From a dataset of Forward reaction prediction with 1.9M reactions from USPTO patents (1976-2016). Predict the product of the given reaction. (1) Given the reactants Br[C:2]1[CH:3]=[C:4]([F:12])[C:5]2[O:10][CH2:9][CH2:8][O:7][C:6]=2[CH:11]=1.C([Li])CCC.B(OC)(OC)[O:19]C.OO, predict the reaction product. The product is: [F:12][C:4]1[C:5]2[O:10][CH2:9][CH2:8][O:7][C:6]=2[CH:11]=[C:2]([OH:19])[CH:3]=1. (2) The product is: [NH:16]1[C:15]([C:12]2[CH:13]=[CH:14][C:9]([CH2:8][C@@H:7]([C:5]([OH:78])=[O:72])[NH2:20])=[CH:10][CH:11]=2)=[N:19][N:18]=[N:17]1. Given the reactants NC1SC=[C:5]([C@@H:7]([NH:20]C(C2C=CC3N(C4CCCCC4)C(C4C=COC=4)=NC=3C=2)=O)[CH2:8][C:9]2[CH:14]=[CH:13][C:12]([C:15]3[N:16]=[N:17][NH:18][N:19]=3)=[CH:11][CH:10]=2)N=1.CCN(C(C)C)C(C)C.C1(C(C2C=CC=CC=2)(C2C=CC=CC=2)Cl)C=CC=CC=1.[OH-:72].[Na+].Cl.C1C[O:78]CC1, predict the reaction product. (3) Given the reactants Cl.[Cl:2][C:3]1[C:4]([F:40])=[C:5]([NH:9][C:10]2[C:19]3[C:14](=[CH:15][C:16]([O:38][CH3:39])=[C:17]([O:20][C@@H:21]4[CH2:26][CH2:25][N:24](C(OC(C)(C)C)=O)[C@@H:23]([C:34]([NH:36][CH3:37])=[O:35])[CH2:22]4)[CH:18]=3)[N:13]=[CH:12][N:11]=2)[CH:6]=[CH:7][CH:8]=1, predict the reaction product. The product is: [Cl:2][C:3]1[C:4]([F:40])=[C:5]([NH:9][C:10]2[C:19]3[C:14](=[CH:15][C:16]([O:38][CH3:39])=[C:17]([O:20][C@@H:21]4[CH2:26][CH2:25][NH:24][C@@H:23]([C:34]([NH:36][CH3:37])=[O:35])[CH2:22]4)[CH:18]=3)[N:13]=[CH:12][N:11]=2)[CH:6]=[CH:7][CH:8]=1. (4) Given the reactants [CH3:1][NH:2][CH3:3].[C:4]([N:8]1[CH:16]=[C:15]2[C:10]([C:11](=[O:35])[NH:12][C:13]3([CH2:21][CH2:20][N:19]([C:22]([C:24]4[CH:33]=[C:32]5[C:27]([CH:28]=[CH:29][C:30](Cl)=[N:31]5)=[CH:26][CH:25]=4)=[O:23])[CH2:18][CH2:17]3)[CH2:14]2)=[N:9]1)([CH3:7])([CH3:6])[CH3:5], predict the reaction product. The product is: [C:4]([N:8]1[CH:16]=[C:15]2[C:10]([C:11](=[O:35])[NH:12][C:13]3([CH2:21][CH2:20][N:19]([C:22]([C:24]4[CH:33]=[C:32]5[C:27]([CH:28]=[CH:29][C:30]([N:2]([CH3:3])[CH3:1])=[N:31]5)=[CH:26][CH:25]=4)=[O:23])[CH2:18][CH2:17]3)[CH2:14]2)=[N:9]1)([CH3:7])([CH3:6])[CH3:5]. (5) Given the reactants [C:1]([O:5][C:6]([C@@H:8]1[CH2:12][CH2:11][C:10](=[O:13])[NH:9]1)=[O:7])([CH3:4])([CH3:3])[CH3:2].[CH3:14][C:15]([O:18][C:19](O[C:19]([O:18][C:15]([CH3:17])([CH3:16])[CH3:14])=[O:20])=[O:20])([CH3:17])[CH3:16], predict the reaction product. The product is: [C:1]([O:5][C:6]([C@@H:8]1[CH2:12][CH2:11][C:10](=[O:13])[N:9]1[C:19]([O:18][C:15]([CH3:17])([CH3:16])[CH3:14])=[O:20])=[O:7])([CH3:4])([CH3:2])[CH3:3]. (6) Given the reactants [CH2:1]([N:3]1[C:7]2=[N:8][C:9]([CH2:49][CH3:50])=[C:10]([CH2:19][NH:20][C:21]([C:23]3[CH:28]=[CH:27][CH:26]=[C:25]([C:29]([NH:31][CH2:32][C:33]4[CH:34]=[C:35]([C:41]5[CH:46]=[CH:45][CH:44]=[C:43]([CH:47]=O)[CH:42]=5)[CH:36]=[CH:37][C:38]=4[O:39][CH3:40])=[O:30])[CH:24]=3)=[O:22])[C:11]([NH:12][CH:13]3[CH2:18][CH2:17][O:16][CH2:15][CH2:14]3)=[C:6]2[CH:5]=[N:4]1)[CH3:2].[CH3:51][N:52]1[CH2:58][CH2:57][CH2:56][NH:55][CH2:54][CH2:53]1.C(O[BH-](OC(=O)C)OC(=O)C)(=O)C.[Na+].CC(O)=O, predict the reaction product. The product is: [CH2:1]([N:3]1[C:7]2=[N:8][C:9]([CH2:49][CH3:50])=[C:10]([CH2:19][NH:20][C:21]([C:23]3[CH:28]=[CH:27][CH:26]=[C:25]([C:29]([NH:31][CH2:32][C:33]4[CH:34]=[C:35]([C:41]5[CH:46]=[CH:45][CH:44]=[C:43]([CH2:47][N:55]6[CH2:56][CH2:57][CH2:58][N:52]([CH3:51])[CH2:53][CH2:54]6)[CH:42]=5)[CH:36]=[CH:37][C:38]=4[O:39][CH3:40])=[O:30])[CH:24]=3)=[O:22])[C:11]([NH:12][CH:13]3[CH2:18][CH2:17][O:16][CH2:15][CH2:14]3)=[C:6]2[CH:5]=[N:4]1)[CH3:2].